From a dataset of Full USPTO retrosynthesis dataset with 1.9M reactions from patents (1976-2016). Predict the reactants needed to synthesize the given product. (1) Given the product [CH3:1][O:2][C:3]1[CH:21]=[C:20]([O:22][CH2:24][C:25]2[N:26]=[C:27]([C:30]3([OH:38])[CH2:35][CH:34]([CH3:36])[O:33][CH:32]([CH3:37])[CH2:31]3)[S:28][CH:29]=2)[C:6]2[CH:7]=[C:8]([C:10]3[N:11]=[C:12]4[N:16]([CH:17]=3)[N:15]=[C:14]([O:18][CH3:19])[S:13]4)[O:9][C:5]=2[CH:4]=1, predict the reactants needed to synthesize it. The reactants are: [CH3:1][O:2][C:3]1[CH:4]=[C:5]2[O:9][C:8]([C:10]3[N:11]=[C:12]4[N:16]([CH:17]=3)[N:15]=[C:14]([O:18][CH3:19])[S:13]4)=[CH:7][C:6]2=[C:20]([OH:22])[CH:21]=1.O[CH2:24][C:25]1[N:26]=[C:27]([C:30]2([OH:38])[CH2:35][CH:34]([CH3:36])[O:33][CH:32]([CH3:37])[CH2:31]2)[S:28][CH:29]=1.C(P(CCCC)CCCC)CCC.N(C(N1CCCCC1)=O)=NC(N1CCCCC1)=O. (2) The reactants are: [CH2:1]([O:8][C@H:9]1[C@@H:15]([O:16][CH2:17][C:18]2[CH:23]=[CH:22][CH:21]=[CH:20][CH:19]=2)[C@H:14]([O:24][CH2:25][C:26]2[CH:31]=[CH:30][CH:29]=[CH:28][CH:27]=2)[C@@H:13]([CH2:32][O:33][CH2:34][C:35]2[CH:40]=[CH:39][CH:38]=[CH:37][CH:36]=2)[O:12][CH:10]1[OH:11])[C:2]1[CH:7]=[CH:6][CH:5]=[CH:4][CH:3]=1.CC(C)([O-])C.[Na+].C([O:51][C:52](=[O:55])[CH2:53]Cl)(C)(C)C.COC(C)(C)C. Given the product [CH2:1]([O:8][C@@H:9]1[C@@H:15]([O:16][CH2:17][C:18]2[CH:23]=[CH:22][CH:21]=[CH:20][CH:19]=2)[C@@H:14]([O:24][CH2:25][C:26]2[CH:27]=[CH:28][CH:29]=[CH:30][CH:31]=2)[C@@H:13]([CH2:32][O:33][CH2:34][C:35]2[CH:36]=[CH:37][CH:38]=[CH:39][CH:40]=2)[O:12][CH:10]1[O:11][CH2:53][C:52]([OH:55])=[O:51])[C:2]1[CH:3]=[CH:4][CH:5]=[CH:6][CH:7]=1, predict the reactants needed to synthesize it. (3) Given the product [CH3:6][C@@H:7]1[N:11]2[C:12]3[C:21]4[C:16](=[CH:17][CH:18]=[CH:19][CH:20]=4)[N:15]=[CH:14][C:13]=3[N:22]=[C:10]2[N:9]([C:25]([O:27][C:28]([CH3:31])([CH3:30])[CH3:29])=[O:26])[CH2:8]1, predict the reactants needed to synthesize it. The reactants are: C1COCC1.[CH3:6][C@@H:7]1[N:11]2[C:12]3[C:21]4[C:16](=[CH:17][CH:18]=[CH:19][CH:20]=4)[N:15]=[CH:14][C:13]=3[N:22]=[C:10]2[NH:9][CH2:8]1.[OH-].[Na+].[C:25](O[C:25]([O:27][C:28]([CH3:31])([CH3:30])[CH3:29])=[O:26])([O:27][C:28]([CH3:31])([CH3:30])[CH3:29])=[O:26]. (4) Given the product [CH2:7]([N:5]1[C@H:4]([C:14]([N:16]2[CH2:17][CH2:18][N:19]([C:22]3[CH:29]=[CH:28][CH:27]=[CH:26][C:23]=3[C:24]#[N:25])[CH2:20][CH2:21]2)=[O:15])[CH2:3][C@H:2]([NH:1][C:33](=[O:34])[C:32]2[C:31]([Cl:30])=[CH:39][CH:38]=[CH:37][C:36]=2[Cl:40])[CH2:6]1)[C:8]1[CH:13]=[CH:12][CH:11]=[CH:10][CH:9]=1, predict the reactants needed to synthesize it. The reactants are: [NH2:1][CH:2]1[CH2:6][N:5]([CH2:7][C:8]2[CH:13]=[CH:12][CH:11]=[CH:10][CH:9]=2)[CH:4]([C:14]([N:16]2[CH2:21][CH2:20][N:19]([C:22]3[CH:29]=[CH:28][CH:27]=[CH:26][C:23]=3[C:24]#[N:25])[CH2:18][CH2:17]2)=[O:15])[CH2:3]1.[Cl:30][C:31]1[CH:39]=[CH:38][CH:37]=[C:36]([Cl:40])[C:32]=1[C:33](Cl)=[O:34]. (5) Given the product [O:1]([CH2:8][CH2:9][NH:10][C:11]1[O:12][CH2:13][C:14]2[CH:20]=[C:19]([NH:21][S:28]([C:22]3[CH:27]=[CH:26][CH:25]=[CH:24][CH:23]=3)(=[O:30])=[O:29])[CH:18]=[CH:17][C:15]=2[N:16]=1)[C:2]1[CH:7]=[CH:6][CH:5]=[CH:4][CH:3]=1, predict the reactants needed to synthesize it. The reactants are: [O:1]([CH2:8][CH2:9][NH:10][C:11]1[O:12][CH2:13][C:14]2[CH:20]=[C:19]([NH2:21])[CH:18]=[CH:17][C:15]=2[N:16]=1)[C:2]1[CH:7]=[CH:6][CH:5]=[CH:4][CH:3]=1.[C:22]1([S:28](Cl)(=[O:30])=[O:29])[CH:27]=[CH:26][CH:25]=[CH:24][CH:23]=1. (6) The reactants are: [O:1]=[C:2]1[C:6]2=[CH:7][N:8]([CH2:15][C:16]3[CH:21]=[CH:20][C:19]([N:22]4[CH:26]=[CH:25][CH:24]=[N:23]4)=[CH:18][CH:17]=3)[C:9]3[CH:10]=[CH:11][CH:12]=[CH:13][C:14]=3[C:5]2=[N:4][N:3]1[C:27]1[CH:35]=[CH:34][CH:33]=[CH:32][C:28]=1[C:29](O)=[O:30].F[P-](F)(F)(F)(F)F.[N:43]1(O[P+](N2CCCC2)(N2CCCC2)N2CCCC2)[C:47]2C=CC=CC=2N=N1.CN.C(=O)(O)[O-].[Na+]. Given the product [CH3:47][NH:43][C:29](=[O:30])[C:28]1[CH:32]=[CH:33][CH:34]=[CH:35][C:27]=1[N:3]1[C:2](=[O:1])[C:6]2=[CH:7][N:8]([CH2:15][C:16]3[CH:21]=[CH:20][C:19]([N:22]4[CH:26]=[CH:25][CH:24]=[N:23]4)=[CH:18][CH:17]=3)[C:9]3[CH:10]=[CH:11][CH:12]=[CH:13][C:14]=3[C:5]2=[N:4]1, predict the reactants needed to synthesize it. (7) Given the product [Cl:1][C:2]1[CH:19]=[CH:18][C:5]([CH2:6][N:7]2[C:15]3[C:10](=[CH:11][C:12]([CH:16]=[O:17])=[CH:13][CH:14]=3)[C:9]([F:25])=[N:8]2)=[C:4]([C:20]([F:22])([F:23])[F:21])[CH:3]=1, predict the reactants needed to synthesize it. The reactants are: [Cl:1][C:2]1[CH:19]=[CH:18][C:5]([CH2:6][N:7]2[C:15]3[C:10](=[CH:11][C:12]([CH:16]=[O:17])=[CH:13][CH:14]=3)[CH:9]=[N:8]2)=[C:4]([C:20]([F:23])([F:22])[F:21])[CH:3]=1.[B-](F)(F)(F)[F:25].[B-](F)(F)(F)F.C1[N+]2(CCl)CC[N+](F)(CC2)C1.